Task: Predict the reaction yield, written as a fraction of the theoretical maximum amount of product (1.0 means a 100% yield; for example, 0.34 means a 34% yield).. Dataset: Reaction yield outcomes from USPTO patents with 853,638 reactions (1) The yield is 0.470. The catalyst is O. The reactants are [O:1]=[S:2]1(=[O:10])[CH2:6][CH2:5]C(C(O)=O)N1.C[N:12]([CH:14]=O)[CH3:13].Br[CH2:17][C:18]1[CH:23]=[CH:22][CH:21]=[CH:20][CH:19]=1.[C:24]([O-:27])([O-])=[O:25].[K+].[K+]. The product is [CH2:17]([O:27][C:24]([CH:13]1[CH2:5][CH2:6][S:2](=[O:1])(=[O:10])[N:12]1[CH2:14][C:18]1[CH:23]=[CH:22][CH:21]=[CH:20][CH:19]=1)=[O:25])[C:18]1[CH:23]=[CH:22][CH:21]=[CH:20][CH:19]=1. (2) The reactants are C([Li])(C)(C)C.Br[C:7]1[CH:12]=[CH:11][C:10]([Br:13])=[CH:9][CH:8]=1.[Cu](C#N)C#N.[C:19]([O:24][CH3:25])(=[O:23])[C@H:20]1[O:22][CH2:21]1.[Cl-].[NH4+]. The catalyst is CCCCC. The product is [Br:13][C:10]1[CH:11]=[CH:12][C:7]([CH2:21][C@H:20]([OH:22])[C:19]([O:24][CH3:25])=[O:23])=[CH:8][CH:9]=1. The yield is 0.440. (3) The reactants are [NH2:1][C:2]1[N:10]=[C:9]([Cl:11])[CH:8]=[CH:7][C:3]=1[C:4]([NH2:6])=[O:5].[F:12][C:13]1[CH:14]=[C:15]([CH:18]=[CH:19][CH:20]=1)[CH:16]=O.CC1C=CC(S(O)(=O)=O)=CC=1. The catalyst is CCO. The product is [Cl:11][C:9]1[CH:8]=[CH:7][C:3]2[C:4](=[O:5])[NH:6][CH:16]([C:15]3[CH:18]=[CH:19][CH:20]=[C:13]([F:12])[CH:14]=3)[NH:1][C:2]=2[N:10]=1. The yield is 0.520. (4) The reactants are Cl[C:2]1[N:7]=[C:6]([C:8]2[N:12]3[CH:13]=[C:14]([F:17])[CH:15]=[CH:16][C:11]3=[N:10][CH:9]=2)[N:5]=[C:4]([NH:18][C@@H:19]2[CH2:24][CH2:23][CH2:22][N:21]([C:25]([O:27][C:28]([CH3:31])([CH3:30])[CH3:29])=[O:26])[CH2:20]2)[CH:3]=1.[O:32]1[CH2:37][CH2:36][N:35]([CH2:38][CH2:39][NH2:40])[CH2:34][CH2:33]1.C(OC(N1CCC[C@@H](NC2N=C(C3N4C=C(F)C=CC4=NC=3)N=C(N3CCN(C(OCC4C=CC=CC=4)=O)CC3)C=2)C1)=O)(C)(C)C. The catalyst is CN1CCCC1=O. The product is [F:17][C:14]1[CH:15]=[CH:16][C:11]2[N:12]([C:8]([C:6]3[N:5]=[C:4]([NH:18][C@@H:19]4[CH2:24][CH2:23][CH2:22][N:21]([C:25]([O:27][C:28]([CH3:31])([CH3:30])[CH3:29])=[O:26])[CH2:20]4)[CH:3]=[C:2]([NH:40][CH2:39][CH2:38][N:35]4[CH2:36][CH2:37][O:32][CH2:33][CH2:34]4)[N:7]=3)=[CH:9][N:10]=2)[CH:13]=1. The yield is 0.460.